This data is from Full USPTO retrosynthesis dataset with 1.9M reactions from patents (1976-2016). The task is: Predict the reactants needed to synthesize the given product. (1) Given the product [ClH:39].[F:11][C:9]([F:12])([F:10])[C:7]1[CH:6]=[C:5]([CH2:13][O:14][C@@H:15]2[CH2:21][CH2:20][C@@H:19]3[N:22]([CH3:31])[C@@:16]2([C:23]2[CH:24]=[CH:25][CH:26]=[CH:27][CH:28]=2)[CH2:17][CH2:18]3)[CH:4]=[C:3]([C:2]([F:29])([F:1])[F:30])[CH:8]=1, predict the reactants needed to synthesize it. The reactants are: [F:1][C:2]([F:30])([F:29])[C:3]1[CH:4]=[C:5]([CH2:13][O:14][C@@H:15]2[CH2:21][CH2:20][C@@H:19]3[NH:22][C@@:16]2([C:23]2[CH:28]=[CH:27][CH:26]=[CH:25][CH:24]=2)[CH2:17][CH2:18]3)[CH:6]=[C:7]([C:9]([F:12])([F:11])[F:10])[CH:8]=1.[C:31](=O)([O-])[O-].[K+].[K+].CI.[ClH:39]. (2) Given the product [Br:21][C:18]1[CH:19]=[CH:20][C:15]([O:14][CH2:13][CH2:12][NH:28][CH2:29][CH2:30][NH:31][S:32]([C:35]2[C:36]3[CH:37]=[CH:38][N:39]=[CH:40][C:41]=3[CH:42]=[CH:43][CH:44]=2)(=[O:34])=[O:33])=[C:16]([C:22]2[O:26][N:25]=[CH:24][CH:23]=2)[CH:17]=1, predict the reactants needed to synthesize it. The reactants are: CC(C[AlH]CC(C)C)C.CO[C:12](=O)[CH2:13][O:14][C:15]1[CH:20]=[CH:19][C:18]([Br:21])=[CH:17][C:16]=1[C:22]1[O:26][N:25]=[CH:24][CH:23]=1.[NH2:28][CH2:29][CH2:30][NH:31][S:32]([C:35]1[C:36]2[CH:37]=[CH:38][N:39]=[CH:40][C:41]=2[CH:42]=[CH:43][CH:44]=1)(=[O:34])=[O:33]. (3) Given the product [CH3:1][N:2]1[C:6]([NH:7][C:8]([C:9]2[CH:10]=[CH:11][CH:12]=[CH:13][CH:14]=2)([C:21]2[CH:26]=[CH:25][CH:24]=[CH:23][CH:22]=2)[C:15]2[CH:16]=[CH:17][CH:18]=[CH:19][CH:20]=2)=[C:5]([CH2:27][CH2:28][C:29]([O:31][CH2:32][CH3:33])=[O:30])[CH:4]=[N:3]1, predict the reactants needed to synthesize it. The reactants are: [CH3:1][N:2]1[C:6]([NH:7][C:8]([C:21]2[CH:26]=[CH:25][CH:24]=[CH:23][CH:22]=2)([C:15]2[CH:20]=[CH:19][CH:18]=[CH:17][CH:16]=2)[C:9]2[CH:14]=[CH:13][CH:12]=[CH:11][CH:10]=2)=[C:5](/[CH:27]=[CH:28]/[C:29]([O:31][CH2:32][CH3:33])=[O:30])[CH:4]=[N:3]1. (4) Given the product [CH2:22]([O:21][CH2:20][C:17]1[CH:18]=[CH:19][C:14]([N:11]2[C:12]([CH3:13])=[C:8]([C:6]([OH:7])=[O:5])[CH:9]=[N:10]2)=[N:15][CH:16]=1)[CH3:23], predict the reactants needed to synthesize it. The reactants are: [OH-].[Na+].C([O:5][C:6]([C:8]1[CH:9]=[N:10][N:11]([C:14]2[CH:19]=[CH:18][C:17]([CH2:20][O:21][CH2:22][CH3:23])=[CH:16][N:15]=2)[C:12]=1[CH3:13])=[O:7])C.